This data is from Forward reaction prediction with 1.9M reactions from USPTO patents (1976-2016). The task is: Predict the product of the given reaction. (1) Given the reactants Cl([O-])=O.[Na+].[Cl:5][C:6]1[CH:7]=[C:8]([O:31][CH2:32][CH:33]=[O:34])[CH:9]=[N:10][C:11]=1[O:12][C:13]1[CH:14]=[C:15]2[C:20](=[CH:21][CH:22]=1)[N:19]=[CH:18][N:17]=[C:16]2[NH:23][C:24]1[CH:29]=[N:28][C:27]([CH3:30])=[CH:26][N:25]=1.CC(=CC)C.P([O-])(O)(O)=[O:41].[Na+].Cl, predict the reaction product. The product is: [Cl:5][C:6]1[CH:7]=[C:8]([O:31][CH2:32][C:33]([OH:41])=[O:34])[CH:9]=[N:10][C:11]=1[O:12][C:13]1[CH:14]=[C:15]2[C:20](=[CH:21][CH:22]=1)[N:19]=[CH:18][N:17]=[C:16]2[NH:23][C:24]1[CH:29]=[N:28][C:27]([CH3:30])=[CH:26][N:25]=1. (2) Given the reactants [NH2:1][C:2]1[N:7]=[C:6]([NH:8][C:9]2[CH:23]=[CH:22][C:12]([O:13][C:14]3[CH:19]=[CH:18][N:17]=[C:16]([C:20]#[N:21])[CH:15]=3)=[CH:11][CH:10]=2)[CH:5]=[C:4]([C:24]2[CH:29]=[CH:28][CH:27]=[CH:26][CH:25]=2)[N:3]=1.[CH2:30](N)[CH2:31][NH2:32].[S], predict the reaction product. The product is: [NH:21]1[CH2:30][CH2:31][N:32]=[C:20]1[C:16]1[CH:15]=[C:14]([O:13][C:12]2[CH:22]=[CH:23][C:9]([NH:8][C:6]3[CH:5]=[C:4]([C:24]4[CH:25]=[CH:26][CH:27]=[CH:28][CH:29]=4)[N:3]=[C:2]([NH2:1])[N:7]=3)=[CH:10][CH:11]=2)[CH:19]=[CH:18][N:17]=1. (3) Given the reactants O1C=CC=[C:2]1C1N(CCC2C=CC(OC)=CC=2)C(=O)C2C(=CC=CC=2)N=1.CO[C:29]1[CH:34]=[CH:33][C:32]([C:35]2[N:44]([CH2:45][CH2:46][C:47]3[CH:52]=[CH:51][CH:50]=[CH:49][CH:48]=3)[C:43](=[O:53])[C:42]3[C:37](=[CH:38][CH:39]=[CH:40][CH:41]=3)[N:36]=2)=[CH:31][CH:30]=1.ClC1C=C(C2N(CCC3C=CC=CC=3)C(=O)C3C(=CC=CC=3)N=2)C=CC=1.ClC1C=CC=CC=1C1N(CCC2C=CC=CC=2)C(=O)C2C(=CC=CC=2)N=1.C(N1C(=O)C2C(=CC=CC=2)N=C1C1SC=CC=1)CC1C=CC=CC=1, predict the reaction product. The product is: [CH2:45]([N:44]1[C:43](=[O:53])[C:42]2[C:37](=[CH:38][CH:39]=[CH:40][CH:41]=2)[N:36]=[C:35]1[C:32]1[CH:33]=[CH:34][CH:29]=[CH:30][C:31]=1[CH3:2])[CH2:46][C:47]1[CH:48]=[CH:49][CH:50]=[CH:51][CH:52]=1. (4) Given the reactants C1COCC1.C([O:9][C:10]12[CH2:14][C:12]([NH:15][C:16](=[O:18])[CH3:17])([CH2:13]1)[CH2:11]2)(=O)C.[OH-].[Na+], predict the reaction product. The product is: [OH:9][C:10]12[CH2:14][C:12]([NH:15][C:16](=[O:18])[CH3:17])([CH2:13]1)[CH2:11]2.